Dataset: NCI-60 drug combinations with 297,098 pairs across 59 cell lines. Task: Regression. Given two drug SMILES strings and cell line genomic features, predict the synergy score measuring deviation from expected non-interaction effect. Drug 1: CCCS(=O)(=O)NC1=C(C(=C(C=C1)F)C(=O)C2=CNC3=C2C=C(C=N3)C4=CC=C(C=C4)Cl)F. Drug 2: CN(C)N=NC1=C(NC=N1)C(=O)N. Cell line: PC-3. Synergy scores: CSS=1.24, Synergy_ZIP=0.238, Synergy_Bliss=-1.47, Synergy_Loewe=-3.88, Synergy_HSA=-3.88.